Dataset: Full USPTO retrosynthesis dataset with 1.9M reactions from patents (1976-2016). Task: Predict the reactants needed to synthesize the given product. (1) Given the product [Br:1][C:2]1[CH:9]=[C:6]2[C:5](=[CH:4][CH:3]=1)[N:10]([CH2:11][CH2:12][N:13]1[CH2:14][CH2:15][O:16][CH2:17][CH2:18]1)[C:21](=[O:22])[N:8]=[CH:7]2, predict the reactants needed to synthesize it. The reactants are: [Br:1][C:2]1[CH:3]=[CH:4][C:5]([NH:10][CH2:11][CH2:12][N:13]2[CH2:18][CH2:17][O:16][CH2:15][CH2:14]2)=[C:6]([CH:9]=1)[C:7]#[N:8].C1C[O:22][CH2:21]C1.[H-].C([Al+]CC(C)C)C(C)C.ClC(OC)=O.CC(C)([O-])C.[K+]. (2) Given the product [NH2:29][C:27]1[CH:26]=[CH:25][C:3]([O:4][C:5]2[C:6]3[CH:7]=[C:8]4[O:24][CH2:23][CH2:22][O:21][CH2:20][CH2:19][O:18][CH2:17][CH2:16][O:15][C:9]4=[CH:10][C:11]=3[N:12]=[CH:13][CH:14]=2)=[C:2]([F:1])[CH:28]=1, predict the reactants needed to synthesize it. The reactants are: [F:1][C:2]1[CH:28]=[C:27]([N+:29]([O-])=O)[CH:26]=[CH:25][C:3]=1[O:4][C:5]1[C:6]2[CH:7]=[C:8]3[O:24][CH2:23][CH2:22][O:21][CH2:20][CH2:19][O:18][CH2:17][CH2:16][O:15][C:9]3=[CH:10][C:11]=2[N:12]=[CH:13][CH:14]=1.CN(C=O)C. (3) Given the product [N:7]1[C:11]2[C:12](=[CH:15][C:16]([NH2:19])=[CH:17][CH:18]=2)[C:13]([NH2:14])=[N:5][C:6]=1[NH2:8], predict the reactants needed to synthesize it. The reactants are: C(=O)(O)O.[NH2:5][C:6]([NH2:8])=[NH:7].[Na].N[C:11]1[CH:18]=[CH:17][C:16]([N+:19]([O-])=O)=[CH:15][C:12]=1[C:13]#[N:14]. (4) Given the product [F:1][C:2]1[CH:27]=[CH:26][CH:25]=[CH:24][C:3]=1[CH2:4][N:5]1[C:9]2=[N:10][CH:11]=[CH:12][CH:13]=[C:8]2[C:7]([C:14]2[N:15]=[C:16]([NH2:23])[C:17]3[N:22]=[N:21][N:20]([CH2:52][C:53]([F:56])([F:55])[F:54])[C:18]=3[N:19]=2)=[N:6]1, predict the reactants needed to synthesize it. The reactants are: [F:1][C:2]1[CH:27]=[CH:26][CH:25]=[CH:24][C:3]=1[CH2:4][N:5]1[C:9]2=[N:10][CH:11]=[CH:12][CH:13]=[C:8]2[C:7]([C:14]2[N:15]=[C:16]([NH2:23])[C:17]3[N:22]=[N:21][NH:20][C:18]=3[N:19]=2)=[N:6]1.CCN(P1(N(C)CCCN1C)=NC(C)(C)C)CC.ClC(Cl)(Cl)S(O[CH2:52][C:53]([F:56])([F:55])[F:54])(=O)=O. (5) Given the product [Cl:10][C:4]1[CH:3]=[C:2]2[C:9]([C:23]([OH:24])=[C:22]([C:35]3[CH:40]=[CH:39][CH:38]=[CH:37][CH:36]=3)[C:21](=[O:20])[NH:1]2)=[CH:8][C:5]=1[C:6]#[N:7], predict the reactants needed to synthesize it. The reactants are: [NH2:1][C:2]1[CH:9]=[CH:8][C:5]([C:6]#[N:7])=[C:4]([Cl:10])[CH:3]=1.ClC1C=C(Cl)C=C(Cl)C=1[O:20][C:21](=O)[CH:22]([C:35]1[CH:40]=[CH:39][CH:38]=[CH:37][CH:36]=1)[C:23](OC1C(Cl)=CC(Cl)=CC=1Cl)=[O:24]. (6) Given the product [Br:35][C:33]1[C:32]([F:36])=[CH:31][C:30]([F:37])=[C:29]([C@:13]23[CH2:27][O:28][C@@H:10]([CH2:9][OH:8])[CH2:11][C@H:12]2[CH2:17][S:16][C:15]([NH:18][C:19](=[O:26])[C:20]2[CH:25]=[CH:24][CH:23]=[CH:22][CH:21]=2)=[N:14]3)[CH:34]=1, predict the reactants needed to synthesize it. The reactants are: C([O:8][CH2:9][C@@H:10]1[O:28][CH2:27][C:13]2([C:29]3[CH:34]=[C:33]([Br:35])[C:32]([F:36])=[CH:31][C:30]=3[F:37])[N:14]=[C:15]([NH:18][C:19](=[O:26])[C:20]3[CH:25]=[CH:24][CH:23]=[CH:22][CH:21]=3)[S:16][CH2:17][CH:12]2[CH2:11]1)C1C=CC=CC=1.Br([O-])(=O)=O.[Na+].S(S([O-])=O)([O-])=O.[Na+].[Na+]. (7) Given the product [CH2:18]([O:17][C:15]([N:10]1[CH2:11][CH2:12][CH:13]([OH:14])[CH:8]([CH2:6][OH:5])[CH2:9]1)=[O:16])[C:19]1[CH:24]=[CH:23][CH:22]=[CH:21][CH:20]=1, predict the reactants needed to synthesize it. The reactants are: [BH4-].[Na+].C([O:5][C:6]([CH:8]1[C:13](=[O:14])[CH2:12][CH2:11][N:10]([C:15]([O:17][CH2:18][C:19]2[CH:24]=[CH:23][CH:22]=[CH:21][CH:20]=2)=[O:16])[CH2:9]1)=O)C.O. (8) Given the product [N:17]1[CH:16]=[CH:15][C:14]([C:13]2[O:20][C:2]3[CH:7]=[CH:6][C:5]([C:8]([F:9])([F:10])[F:11])=[CH:4][C:3]=3[N:12]=2)=[CH:19][CH:18]=1, predict the reactants needed to synthesize it. The reactants are: O[C:2]1[CH:7]=[CH:6][C:5]([C:8]([F:11])([F:10])[F:9])=[CH:4][C:3]=1[NH:12][C:13](=[O:20])[C:14]1[CH:19]=[CH:18][N:17]=[CH:16][CH:15]=1.O1CCCC1.C1(P(C2C=CC=CC=2)C2C=CC=CC=2)C=CC=CC=1.N(C(OCC)=O)=NC(OCC)=O. (9) The reactants are: [C:1]([O:5][C:6](=[O:62])[CH2:7][N:8]([C:17]1[CH:22]=[CH:21][C:20]([C:23]2([OH:53])[C:36]3[CH:35]=[C:34]([F:37])[C:33]([O:38][CH2:39][O:40][CH2:41][CH2:42][O:43][CH3:44])=[CH:32][C:31]=3[O:30][C:29]3[C:24]2=[CH:25][C:26]([F:52])=[C:27]([O:45][CH2:46][O:47][CH2:48][CH2:49][O:50][CH3:51])[CH:28]=3)=[CH:19][C:18]=1[O:54]CC1C=CC=CC=1)[CH2:9][C:10]([O:12][C:13]([CH3:16])([CH3:15])[CH3:14])=[O:11])([CH3:4])([CH3:3])[CH3:2]. Given the product [C:13]([O:12][C:10](=[O:11])[CH2:9][N:8]([CH2:7][C:6]([O:5][C:1]([CH3:4])([CH3:3])[CH3:2])=[O:62])[C:17]1[CH:22]=[CH:21][C:20]([C:23]2([OH:53])[C:36]3[CH:35]=[C:34]([F:37])[C:33]([O:38][CH2:39][O:40][CH2:41][CH2:42][O:43][CH3:44])=[CH:32][C:31]=3[O:30][C:29]3[C:24]2=[CH:25][C:26]([F:52])=[C:27]([O:45][CH2:46][O:47][CH2:48][CH2:49][O:50][CH3:51])[CH:28]=3)=[CH:19][C:18]=1[OH:54])([CH3:16])([CH3:15])[CH3:14], predict the reactants needed to synthesize it. (10) Given the product [OH2:6].[OH2:14].[OH2:1].[C:4]([O-:9])(=[O:8])[C:5]([O-:7])=[O:6].[Co+3:10].[K+:11].[C:12]([O-:17])(=[O:16])[C:13]([O-:15])=[O:14].[CH4:18].[C:4]([O-:9])(=[O:8])[C:5]([O-:7])=[O:6].[Co+3:10].[K+:11].[C:4]([O-:9])(=[O:8])[C:5]([O-:7])=[O:6], predict the reactants needed to synthesize it. The reactants are: [OH2:1].O.O.[C:4]([O-:9])(=[O:8])[C:5]([O-:7])=[O:6].[Co+3:10].[K+:11].[C:12]([O-:17])(=[O:16])[C:13]([O-:15])=[O:14].[CH4:18].